Predict the product of the given reaction. From a dataset of Forward reaction prediction with 1.9M reactions from USPTO patents (1976-2016). (1) Given the reactants [OH-].[Na+].[Cl:3][C:4]1[CH:5]=[C:6]([C:12]2[N:13]=[C:14]([CH3:33])[C:15]3[CH2:20][CH2:19][N:18]([C:21]4[CH:26]=[CH:25][C:24]([CH2:27][C:28]([O:30]CC)=[O:29])=[CH:23][CH:22]=4)[C:16]=3[N:17]=2)[CH:7]=[CH:8][C:9]=1[O:10][CH3:11].Cl, predict the reaction product. The product is: [Cl:3][C:4]1[CH:5]=[C:6]([C:12]2[N:13]=[C:14]([CH3:33])[C:15]3[CH2:20][CH2:19][N:18]([C:21]4[CH:26]=[CH:25][C:24]([CH2:27][C:28]([OH:30])=[O:29])=[CH:23][CH:22]=4)[C:16]=3[N:17]=2)[CH:7]=[CH:8][C:9]=1[O:10][CH3:11]. (2) The product is: [F:24][C:16]1[CH:15]=[C:14]([C:2]2[CH:12]=[CH:11][C:5]3[NH:6][C:7](=[O:10])[CH2:8][S:9][C:4]=3[CH:3]=2)[CH:19]=[CH:18][C:17]=1[C:20]([F:21])([F:22])[F:23]. Given the reactants Br[C:2]1[CH:12]=[CH:11][C:5]2[NH:6][C:7](=[O:10])[CH2:8][S:9][C:4]=2[CH:3]=1.Br[C:14]1[CH:19]=[CH:18][C:17]([C:20]([F:23])([F:22])[F:21])=[C:16]([F:24])[CH:15]=1, predict the reaction product. (3) Given the reactants [CH3:1][C:2]1[CH:3]=[C:4]([NH:8][C:9]2[S:10][C:11]([C:20]([O:22]CC)=[O:21])=[C:12]([C:14]3[CH:19]=[CH:18][N:17]=[CH:16][CH:15]=3)[N:13]=2)[CH:5]=[CH:6][CH:7]=1.[OH-].[Na+], predict the reaction product. The product is: [CH3:1][C:2]1[CH:3]=[C:4]([NH:8][C:9]2[S:10][C:11]([C:20]([OH:22])=[O:21])=[C:12]([C:14]3[CH:19]=[CH:18][N:17]=[CH:16][CH:15]=3)[N:13]=2)[CH:5]=[CH:6][CH:7]=1. (4) Given the reactants [O:1]1[C:6]2[C:7]([CH2:11][OH:12])=[CH:8][CH:9]=[CH:10][C:5]=2[NH:4][CH2:3][CH2:2]1.CCN(CC)CC.[CH3:20][C:21]([O:24][C:25](O[C:25]([O:24][C:21]([CH3:23])([CH3:22])[CH3:20])=[O:26])=[O:26])([CH3:23])[CH3:22].C([O-])(O)=O.[Na+], predict the reaction product. The product is: [C:21]([O:24][C:25]([N:4]1[C:5]2[CH:10]=[CH:9][CH:8]=[C:7]([CH2:11][OH:12])[C:6]=2[O:1][CH2:2][CH2:3]1)=[O:26])([CH3:23])([CH3:22])[CH3:20]. (5) Given the reactants [C:1]([O:5][C:6]([NH:8][CH2:9][C:10]1[CH:24]=[CH:23][C:22]([Cl:25])=[CH:21][C:11]=1[CH2:12][NH:13][C:14](=[O:20])[C@@H:15]1[CH2:19][CH2:18][CH2:17][NH:16]1)=[O:7])([CH3:4])([CH3:3])[CH3:2].[Na].[C:27]1([C:33]([OH:41])([C:37]([F:40])([F:39])[F:38])[C:34](O)=[O:35])[CH:32]=[CH:31][CH:30]=[CH:29][CH:28]=1.CN([P+](ON1N=NC2C=CC=CC1=2)(N(C)C)N(C)C)C.F[P-](F)(F)(F)(F)F, predict the reaction product. The product is: [OH:41][C:33]([C:27]1[CH:32]=[CH:31][CH:30]=[CH:29][CH:28]=1)([C:37]([F:38])([F:39])[F:40])[C:34]([N:16]1[CH2:17][CH2:18][CH2:19][C@H:15]1[C:14]([NH:13][CH2:12][C:11]1[CH:21]=[C:22]([Cl:25])[CH:23]=[CH:24][C:10]=1[CH2:9][NH:8][C:6]([O:5][C:1]([CH3:4])([CH3:2])[CH3:3])=[O:7])=[O:20])=[O:35]. (6) Given the reactants [CH3:1][C:2]1[CH:7]=[C:6]([C:8]2[CH:9]=[CH:10][C:11]3[N:17]4[CH2:18][C@H:14]([CH2:15][CH2:16]4)[NH:13][C:12]=3[N:19]=2)[CH:5]=[CH:4][N:3]=1.ClC(Cl)(O[C:24](=[O:30])OC(Cl)(Cl)Cl)Cl.CCN(CC)CC.[CH3:39][C:40]1[N:45]=[CH:44][C:43]([NH2:46])=[CH:42][CH:41]=1, predict the reaction product. The product is: [CH3:39][C:40]1[N:45]=[CH:44][C:43]([NH:46][C:24]([N:13]2[C@@H:14]3[CH2:18][N:17]([CH2:16][CH2:15]3)[C:11]3[CH:10]=[CH:9][C:8]([C:6]4[CH:5]=[CH:4][N:3]=[C:2]([CH3:1])[CH:7]=4)=[N:19][C:12]2=3)=[O:30])=[CH:42][CH:41]=1. (7) The product is: [ClH:17].[ClH:17].[C:1]([C:5]1[CH:10]=[CH:9][CH:8]=[CH:7][C:6]=1[N:11]1[CH2:16][CH2:15][NH:14][CH2:13][CH2:12]1)([CH3:4])([CH3:2])[CH3:3]. Given the reactants [C:1]([C:5]1[CH:10]=[CH:9][CH:8]=[CH:7][C:6]=1[N:11]1[CH2:16][CH2:15][NH:14][CH2:13][CH2:12]1)([CH3:4])([CH3:3])[CH3:2].[ClH:17], predict the reaction product.